This data is from Peptide-MHC class II binding affinity with 134,281 pairs from IEDB. The task is: Regression. Given a peptide amino acid sequence and an MHC pseudo amino acid sequence, predict their binding affinity value. This is MHC class II binding data. (1) The peptide sequence is TMLLGMLMICSAA. The MHC is H-2-IAb with pseudo-sequence H-2-IAb. The binding affinity (normalized) is 0. (2) The peptide sequence is GPLDKEAIEERVERI. The MHC is HLA-DQA10501-DQB10302 with pseudo-sequence HLA-DQA10501-DQB10302. The binding affinity (normalized) is 0. (3) The peptide sequence is AFKVAATAACAAPAN. The MHC is HLA-DPA10103-DPB10301 with pseudo-sequence HLA-DPA10103-DPB10301. The binding affinity (normalized) is 0.826. (4) The peptide sequence is PIVKDASIQVVSAIR. The MHC is HLA-DPA10301-DPB10402 with pseudo-sequence HLA-DPA10301-DPB10402. The binding affinity (normalized) is 0.513.